From a dataset of Forward reaction prediction with 1.9M reactions from USPTO patents (1976-2016). Predict the product of the given reaction. (1) The product is: [CH3:1][Si:2]([O:7][CH3:8])([O:5][CH3:6])[O:3][CH3:4].[OH-:9].[K+:10]. Given the reactants [CH3:1][Si:2]([O:7][CH3:8])([O:5][CH3:6])[O:3][CH3:4].[OH-:9].[K+:10], predict the reaction product. (2) Given the reactants [CH:1]([C:4]1[CH:5]=[C:6]([CH:9]=[C:10]([CH:14]([CH3:16])[CH3:15])[C:11]=1[O:12][CH3:13])[CH:7]=O)([CH3:3])[CH3:2].[CH3:17][O:18][C:19]([C:21]1[CH:22]=[C:23]2[C:27](=[CH:28][CH:29]=1)[NH:26][C:25](=[O:30])[CH2:24]2)=[O:20], predict the reaction product. The product is: [CH3:17][O:18][C:19]([C:21]1[CH:22]=[C:23]2[C:27](=[CH:28][CH:29]=1)[NH:26][C:25](=[O:30])[C:24]2=[CH:7][C:6]1[CH:5]=[C:4]([CH:1]([CH3:3])[CH3:2])[C:11]([O:12][CH3:13])=[C:10]([CH:14]([CH3:16])[CH3:15])[CH:9]=1)=[O:20]. (3) Given the reactants [Br:1][C:2]1[CH:3]=[C:4]2[CH:10]=[CH:9][NH:8][C:5]2=[N:6][CH:7]=1.[C:11]([O:15][C:16](=[O:35])[N:17]([C:27]1[CH:32]=[CH:31][C:30]([CH:33]=[O:34])=[CH:29][N:28]=1)[CH2:18][C:19]1[CH:20]=[N:21][C:22]([O:25][CH3:26])=[CH:23][CH:24]=1)([CH3:14])([CH3:13])[CH3:12].[OH-].[K+].O.[CH3:39]O, predict the reaction product. The product is: [C:11]([O:15][C:16](=[O:35])[N:17]([C:27]1[CH:32]=[CH:31][C:30]([CH:33]([C:10]2[C:4]3[C:5](=[N:6][CH:7]=[C:2]([Br:1])[CH:3]=3)[NH:8][CH:9]=2)[O:34][CH3:39])=[CH:29][N:28]=1)[CH2:18][C:19]1[CH:20]=[N:21][C:22]([O:25][CH3:26])=[CH:23][CH:24]=1)([CH3:14])([CH3:12])[CH3:13].